Binary Classification. Given a drug SMILES string, predict its activity (active/inactive) in a high-throughput screening assay against a specified biological target. From a dataset of M1 muscarinic receptor agonist screen with 61,833 compounds. (1) The drug is O=C1C=C/C(=c2\n3C(Cc4c(c3n[nH]2)cccc4)(C)C)C=C1. The result is 0 (inactive). (2) The compound is S(=O)(=O)(n1nc(OC(=O)C2CCCCC2)cc1N)c1ccc(cc1)C. The result is 0 (inactive). (3) The result is 0 (inactive). The drug is S(=O)(=O)(N(CC(=O)Nc1cc(c(cc1)C)C)c1ccc(OC)cc1)c1c([nH]nc1C)C. (4) The molecule is O1CC(N(C1)C(=O)c1n(c2nc3n(c(=O)c2c1)cccc3C)C)(C)C. The result is 0 (inactive). (5) The compound is S=c1n(CCCCCC(=O)N2CCN(CC2)Cc2ccccc2)c(=O)c2c([nH]1)cc1OCOc1c2. The result is 0 (inactive). (6) The molecule is s1c2c(=O)n(ncc2cc1)CC(=O)N1CCC2(OCCO2)CC1. The result is 0 (inactive).